Regression/Classification. Given a drug SMILES string, predict its absorption, distribution, metabolism, or excretion properties. Task type varies by dataset: regression for continuous measurements (e.g., permeability, clearance, half-life) or binary classification for categorical outcomes (e.g., BBB penetration, CYP inhibition). Dataset: cyp2c19_veith. From a dataset of CYP2C19 inhibition data for predicting drug metabolism from PubChem BioAssay. The compound is CSCC[C@@H]1NC(=O)C/C=C\[C@@H](C)COC(=O)[C@@H](CCSC)NC(=O)C/C=C\[C@@H](C)COC1=O. The result is 0 (non-inhibitor).